This data is from TCR-epitope binding with 47,182 pairs between 192 epitopes and 23,139 TCRs. The task is: Binary Classification. Given a T-cell receptor sequence (or CDR3 region) and an epitope sequence, predict whether binding occurs between them. (1) The epitope is YLKLTDNVYIK. The TCR CDR3 sequence is CARSSFGPSNQPQHF. Result: 0 (the TCR does not bind to the epitope). (2) The epitope is NLVPMVATV. The TCR CDR3 sequence is CASSEVNEQFF. Result: 1 (the TCR binds to the epitope).